Dataset: Reaction yield outcomes from USPTO patents with 853,638 reactions. Task: Predict the reaction yield, written as a fraction of the theoretical maximum amount of product (1.0 means a 100% yield; for example, 0.34 means a 34% yield). (1) The reactants are [NH2:1][C:2]([C:6]1[CH:11]=[CH:10][CH:9]=[C:8]([Br:12])[CH:7]=1)([CH3:5])[CH2:3][OH:4].C(N(CC)CC)C.[Cl:20][CH2:21][C:22](Cl)=[O:23]. The catalyst is C(#N)C. The product is [Br:12][C:8]1[CH:7]=[C:6]([C:2]([NH:1][C:22](=[O:23])[CH2:21][Cl:20])([CH3:5])[CH2:3][OH:4])[CH:11]=[CH:10][CH:9]=1. The yield is 0.860. (2) The reactants are [NH2:1][C:2]1[CH:7]=[CH:6][NH:5][C:4](=[O:8])[CH:3]=1.[H-].[Na+].Br[CH2:12][CH2:13][O:14][Si:15]([C:18]([CH3:21])([CH3:20])[CH3:19])([CH3:17])[CH3:16].O. The catalyst is CN(C=O)C. The product is [NH2:1][C:2]1[CH:7]=[CH:6][N:5]([CH2:12][CH2:13][O:14][Si:15]([C:18]([CH3:21])([CH3:20])[CH3:19])([CH3:17])[CH3:16])[C:4](=[O:8])[CH:3]=1. The yield is 0.410. (3) The product is [F:8][CH:9]([F:24])[C:10]1([O:13][S:2](=[O:3])(=[O:4])[NH2:5])[CH2:12][CH2:11]1. The catalyst is CN1C(=O)CCC1.C(O)=O. The reactants are Cl[S:2]([N:5]=C=O)(=[O:4])=[O:3].[F:8][CH:9]([F:24])[C:10]1([O:13][Si](C(C)C)(C(C)C)C(C)C)[CH2:12][CH2:11]1.CCCC[N+](CCCC)(CCCC)CCCC.[F-].[Na+].[Cl-]. The yield is 0.0280. (4) The reactants are [OH:1][C:2]1[C:7]([C:8](=[O:21])[NH:9][CH2:10][C:11]2[C:20]3[C:15](=[CH:16][CH:17]=[CH:18][CH:19]=3)[CH:14]=[CH:13][CH:12]=2)=[CH:6][N:5]=[C:4]([C:22]([OH:24])=O)[N:3]=1.Cl.[NH2:26][CH2:27][C:28]([O:30][CH2:31][CH3:32])=[O:29].CN(C(ON1N=NC2C=CC=CC1=2)=[N+](C)C)C.[B-](F)(F)(F)F.CCN(C(C)C)C(C)C. The catalyst is CS(C)=O. The product is [CH2:31]([O:30][C:28](=[O:29])[CH2:27][NH:26][C:22]([C:4]1[N:3]=[C:2]([OH:1])[C:7]([C:8](=[O:21])[NH:9][CH2:10][C:11]2[C:12]3[C:17](=[CH:16][CH:15]=[CH:14][CH:13]=3)[CH:18]=[CH:19][CH:20]=2)=[CH:6][N:5]=1)=[O:24])[CH3:32]. The yield is 0.110. (5) The reactants are [Br:1][C:2]1[CH:3]=[C:4]([CH:12](O)[CH3:13])[C:5]([OH:11])=[C:6]([CH:10]=1)[C:7]([OH:9])=[O:8].C([SiH](CC)CC)C. The catalyst is FC(F)(F)C(O)=O. The product is [Br:1][C:2]1[CH:3]=[C:4]([CH2:12][CH3:13])[C:5]([OH:11])=[C:6]([CH:10]=1)[C:7]([OH:9])=[O:8]. The yield is 0.620.